Task: Predict which catalyst facilitates the given reaction.. Dataset: Catalyst prediction with 721,799 reactions and 888 catalyst types from USPTO (1) Reactant: [Cl:1][C:2]1[CH:11]=[C:10]([C:12](=[O:14])[CH3:13])[C:9]([N:15]2[CH2:20][CH2:19][NH:18][CH2:17][CH2:16]2)=[C:8]2[C:3]=1[CH:4]=[CH:5][CH:6]=[N:7]2.[CH3:21][N:22]([CH3:26])[C:23](Cl)=[O:24].C(N(CC)CC)C. Product: [C:12]([C:10]1[C:9]([N:15]2[CH2:16][CH2:17][N:18]([C:23]([N:22]([CH3:26])[CH3:21])=[O:24])[CH2:19][CH2:20]2)=[C:8]2[C:3]([CH:4]=[CH:5][CH:6]=[N:7]2)=[C:2]([Cl:1])[CH:11]=1)(=[O:14])[CH3:13]. The catalyst class is: 4. (2) Reactant: O[CH2:2][C:3]1[CH:16]=[N:15][C:6]2[N:7]([CH:12]([CH3:14])[CH3:13])[CH2:8][C:9](=[O:11])[NH:10][C:5]=2[CH:4]=1.[I-].C(C[P+](C)(C)C)#N.CCN(C(C)C)C(C)C.Cl.[Cl:35][C:36]1[CH:41]=[CH:40][C:39]([N:42]2[CH2:47][CH2:46][NH:45][CH2:44][CH2:43]2)=[CH:38][CH:37]=1. Product: [Cl:35][C:36]1[CH:37]=[CH:38][C:39]([N:42]2[CH2:47][CH2:46][N:45]([CH2:2][C:3]3[CH:16]=[N:15][C:6]4[N:7]([CH:12]([CH3:14])[CH3:13])[CH2:8][C:9](=[O:11])[NH:10][C:5]=4[CH:4]=3)[CH2:44][CH2:43]2)=[CH:40][CH:41]=1. The catalyst class is: 397. (3) Reactant: Br[C:2]1[CH:7]=[CH:6][C:5]([C:8]2[N:9]([CH2:14][C@@H:15]3[CH2:19][CH2:18][N:17]([C:20]([CH:22]4[CH2:24][CH2:23]4)=[O:21])[CH2:16]3)[C:10](=[O:13])[NH:11][N:12]=2)=[C:4]([F:25])[CH:3]=1.[NH:26]1[C:34]2[C:29](=[CH:30][CH:31]=[C:32](B(O)O)[CH:33]=2)[CH:28]=[CH:27]1.C([O-])([O-])=O.[Cs+].[Cs+].O1CCOCC1. Product: [CH:22]1([C:20]([N:17]2[CH2:18][CH2:19][C@@H:15]([CH2:14][N:9]3[C:8]([C:5]4[CH:6]=[CH:7][C:2]([C:32]5[CH:33]=[C:34]6[C:29]([CH:28]=[CH:27][NH:26]6)=[CH:30][CH:31]=5)=[CH:3][C:4]=4[F:25])=[N:12][NH:11][C:10]3=[O:13])[CH2:16]2)=[O:21])[CH2:24][CH2:23]1. The catalyst class is: 103.